This data is from hERG Central: cardiac toxicity at 1µM, 10µM, and general inhibition. The task is: Predict hERG channel inhibition at various concentrations. (1) The molecule is CCOC(=O)C1(CC2CC2)CCN(Cc2cc(Cl)c(O)c(OC)c2)CC1. Results: hERG_inhib (hERG inhibition (general)): blocker. (2) The molecule is CN1CCN(c2nc(Nc3cccc(C(F)(F)F)c3)nc(N3CCOCC3)n2)CC1. Results: hERG_inhib (hERG inhibition (general)): blocker. (3) Results: hERG_inhib (hERG inhibition (general)): blocker. The compound is COc1ccc(C(=O)N(Cc2ccccc2)c2ccc(C)cc2)cc1S(=O)(=O)N1CCOCC1. (4) Results: hERG_inhib (hERG inhibition (general)): blocker. The compound is Cc1cc2c(cc3c(=O)n(CC(=O)NCCCN4CC(C)CC(C)C4)ncn32)s1. (5) Results: hERG_inhib (hERG inhibition (general)): blocker. The compound is CCCN1CCC(=O)N([C@H](CSc2ccc(Br)cc2)c2ccccc2)CC1. (6) The drug is O=C(CSc1nnc2ccc(-c3ccncc3)nn12)Nc1ccc(F)cc1. Results: hERG_inhib (hERG inhibition (general)): blocker. (7) The drug is CCOCCCN(C)C1CCN(C(=O)c2oc3ccccc3c2NC(=O)c2ccc(F)cc2)CC1. Results: hERG_inhib (hERG inhibition (general)): blocker.